Dataset: Reaction yield outcomes from USPTO patents with 853,638 reactions. Task: Predict the reaction yield, written as a fraction of the theoretical maximum amount of product (1.0 means a 100% yield; for example, 0.34 means a 34% yield). (1) The reactants are CCN(C(C)C)C(C)C.C1C=CC2N(O)N=NC=2C=1.C(Cl)CCl.[NH2:24][CH2:25][CH2:26][N:27]1[CH2:31][CH2:30][CH2:29][CH2:28]1.[NH2:32][C:33]1[N:38]=[C:37]([NH:39][CH2:40][CH2:41][CH2:42][N:43]2[CH:47]=[C:46]([C:48]3[CH:53]=[CH:52][C:51]([Cl:54])=[CH:50][C:49]=3[Cl:55])[CH:45]=[C:44]2[C:56](O)=[O:57])[CH:36]=[CH:35][C:34]=1[N+:59]([O-:61])=[O:60]. The catalyst is CN(C=O)C. The product is [NH2:32][C:33]1[N:38]=[C:37]([NH:39][CH2:40][CH2:41][CH2:42][N:43]2[CH:47]=[C:46]([C:48]3[CH:53]=[CH:52][C:51]([Cl:54])=[CH:50][C:49]=3[Cl:55])[CH:45]=[C:44]2[C:56]([NH:24][CH2:25][CH2:26][N:27]2[CH2:31][CH2:30][CH2:29][CH2:28]2)=[O:57])[CH:36]=[CH:35][C:34]=1[N+:59]([O-:61])=[O:60]. The yield is 0.130. (2) The reactants are C1(P(C2C=CC=CC=2)(S)=[S:8])C=CC=CC=1.[CH2:16]([O:18][C:19](=[O:24])[CH:20]([C:22]#[N:23])[CH3:21])[CH3:17].CCOC(C)=O. The catalyst is C(O)(C)C. The product is [NH2:23][C:22](=[S:8])[CH:20]([CH3:21])[C:19]([O:18][CH2:16][CH3:17])=[O:24]. The yield is 0.548. (3) The reactants are Br[C:2]1[CH:7]=[CH:6][C:5]([C:8]2[N:9]([C:24]3[CH:29]=[CH:28][C:27]([Cl:30])=[CH:26][CH:25]=3)[C:10](=[O:23])[C:11]3[N:12]=[CH:13][N:14]([C:17]4[CH:22]=[CH:21][CH:20]=[CH:19][CH:18]=4)[C:15]=3[N:16]=2)=[CH:4][CH:3]=1.[B:31]1([B:31]2[O:35][C:34]([CH3:37])([CH3:36])[C:33]([CH3:39])([CH3:38])[O:32]2)[O:35][C:34]([CH3:37])([CH3:36])[C:33]([CH3:39])([CH3:38])[O:32]1.CC([O-])=O.[K+]. The catalyst is CN(C=O)C.C1C=CC(P(C2C=CC=CC=2)[C-]2C=CC=C2)=CC=1.C1C=CC(P(C2C=CC=CC=2)[C-]2C=CC=C2)=CC=1.Cl[Pd]Cl.[Fe+2]. The product is [Cl:30][C:27]1[CH:26]=[CH:25][C:24]([N:9]2[C:10](=[O:23])[C:11]3[N:12]=[CH:13][N:14]([C:17]4[CH:18]=[CH:19][CH:20]=[CH:21][CH:22]=4)[C:15]=3[N:16]=[C:8]2[C:5]2[CH:4]=[CH:3][C:2]([B:31]3[O:35][C:34]([CH3:37])([CH3:36])[C:33]([CH3:39])([CH3:38])[O:32]3)=[CH:7][CH:6]=2)=[CH:29][CH:28]=1. The yield is 0.860. (4) The reactants are [H-].[CH:2]1(/[CH:8]=[C:9](\[CH3:13])/[C:10](=[O:12])[CH3:11])[CH2:7][CH2:6][CH:5]=[CH:4][CH2:3]1.[H-].[Al+3].[Li+].[H-].[H-].[H-]. The catalyst is CCOCC. The product is [CH:2]1(/[CH:8]=[C:9](\[CH3:13])/[CH:10]([OH:12])[CH3:11])[CH2:7][CH2:6][CH:5]=[CH:4][CH2:3]1. The yield is 0.970. (5) The reactants are [C:1]1([CH:7]([C:14]2[CH:19]=[CH:18][CH:17]=[CH:16][CH:15]=2)[N:8]2[CH2:12][CH2:11][C@H:10]([OH:13])[CH2:9]2)[CH:6]=[CH:5][CH:4]=[CH:3][CH:2]=1.C(N(CC)CC)C.[C:27]1([CH3:37])[CH:32]=[CH:31][C:30]([S:33](Cl)(=[O:35])=[O:34])=[CH:29][CH:28]=1. The catalyst is C(Cl)Cl. The product is [C:14]1([CH:7]([C:1]2[CH:2]=[CH:3][CH:4]=[CH:5][CH:6]=2)[N:8]2[CH2:12][CH2:11][C@H:10]([O:13][S:33]([C:30]3[CH:31]=[CH:32][C:27]([CH3:37])=[CH:28][CH:29]=3)(=[O:35])=[O:34])[CH2:9]2)[CH:15]=[CH:16][CH:17]=[CH:18][CH:19]=1. The yield is 0.685. (6) The reactants are NC1C=CC(C(NC2CCN(C)C2)=O)=CC=1OC.[CH3:19][O:20][C:21]1[CH:22]=[C:23]([CH:34]=[CH:35][C:36]=1[N+:37]([O-])=O)[C:24]([NH:26][CH2:27][CH2:28][N:29]1[CH2:33][CH2:32][CH2:31][CH2:30]1)=[O:25]. The product is [NH2:37][C:36]1[CH:35]=[CH:34][C:23]([C:24]([NH:26][CH2:27][CH2:28][N:29]2[CH2:33][CH2:32][CH2:31][CH2:30]2)=[O:25])=[CH:22][C:21]=1[O:20][CH3:19]. The yield is 1.00. No catalyst specified. (7) The reactants are [C:1]1([C:15]2[CH:20]=[CH:19][CH:18]=[CH:17][CH:16]=2)[CH:6]=[CH:5][CH:4]=[CH:3][C:2]=1[CH2:7][N:8]1[C:12]([CH3:13])=[CH:11][C:10]([NH2:14])=[N:9]1.Cl.CN(C)CCCN=C=NCC.O.ON1C2C=CC=CC=2N=N1.C(N(C(C)C)CC)(C)C.[CH3:53][C:54]([O:57][C:58]([N:60]1[CH2:69][CH2:68][C:67]2[C:62](=[CH:63][CH:64]=[C:65]([C:70](O)=[O:71])[CH:66]=2)[CH2:61]1)=[O:59])([CH3:56])[CH3:55]. The catalyst is C(Cl)Cl. The product is [C:1]1([C:15]2[CH:16]=[CH:17][CH:18]=[CH:19][CH:20]=2)[CH:6]=[CH:5][CH:4]=[CH:3][C:2]=1[CH2:7][N:8]1[C:12]([CH3:13])=[CH:11][C:10]([NH:14][C:70]([C:65]2[CH:66]=[C:67]3[C:62](=[CH:63][CH:64]=2)[CH2:61][N:60]([C:58]([O:57][C:54]([CH3:56])([CH3:55])[CH3:53])=[O:59])[CH2:69][CH2:68]3)=[O:71])=[N:9]1. The yield is 0.490. (8) The reactants are [CH2:1]([N:8]([CH2:18][C:19]1[CH:24]=[CH:23][CH:22]=[CH:21][CH:20]=1)[CH:9]([CH2:13][O:14][CH:15]([F:17])[F:16])[C:10](O)=[O:11])[C:2]1[CH:7]=[CH:6][CH:5]=[CH:4][CH:3]=1.C(N(CC)CC)C.ClC(OCC(C)C)=O.[F:40][C:41]1[CH:48]=[CH:47][C:44]([CH2:45][NH2:46])=[CH:43][CH:42]=1. The catalyst is C1COCC1.C(OCC)(=O)C. The product is [CH2:1]([N:8]([CH2:18][C:19]1[CH:20]=[CH:21][CH:22]=[CH:23][CH:24]=1)[CH:9]([CH2:13][O:14][CH:15]([F:16])[F:17])[C:10]([NH:46][CH2:45][C:44]1[CH:47]=[CH:48][C:41]([F:40])=[CH:42][CH:43]=1)=[O:11])[C:2]1[CH:3]=[CH:4][CH:5]=[CH:6][CH:7]=1. The yield is 0.892. (9) The reactants are Cl[CH2:2][CH2:3][O:4][CH2:5][CH2:6][OH:7].[C:8]1(=[O:18])[NH:12][C:11](=[O:13])[C:10]2=[CH:14][CH:15]=[CH:16][CH:17]=[C:9]12.[K]. The catalyst is CN(C)C=O. The product is [C:8]1(=[O:18])[N:12]([CH2:2][CH2:3][O:4][CH2:5][CH2:6][OH:7])[C:11](=[O:13])[C:10]2=[CH:14][CH:15]=[CH:16][CH:17]=[C:9]12. The yield is 0.642. (10) The reactants are N[C:2]1[CH:3]=[C:4]([C:9]2[C:21]([F:22])=[CH:20][C:12]([C:13]([NH:15][S:16]([CH3:19])(=[O:18])=[O:17])=[O:14])=[C:11]([F:23])[CH:10]=2)[CH:5]=[N:6][C:7]=1[F:8].N([O-])=O.[Na+].C(=O)(O)[O-].[Na+].[BrH:33]. The catalyst is O.C(OCC)(=O)C.[Cu]Br. The product is [Br:33][C:2]1[CH:3]=[C:4]([C:9]2[C:21]([F:22])=[CH:20][C:12]([C:13]([NH:15][S:16]([CH3:19])(=[O:18])=[O:17])=[O:14])=[C:11]([F:23])[CH:10]=2)[CH:5]=[N:6][C:7]=1[F:8]. The yield is 0.312.